This data is from Catalyst prediction with 721,799 reactions and 888 catalyst types from USPTO. The task is: Predict which catalyst facilitates the given reaction. (1) Reactant: C(OC([N:8]1[CH2:13][CH2:12][CH:11]([N:14]2[CH2:19][CH2:18][NH:17][C:16](=[O:20])[CH2:15]2)[CH2:10][CH2:9]1)=O)(C)(C)C.[ClH:21]. Product: [ClH:21].[O:20]=[C:16]1[NH:17][CH2:18][CH2:19][N:14]([CH:11]2[CH2:12][CH2:13][NH:8][CH2:9][CH2:10]2)[CH2:15]1. The catalyst class is: 5. (2) Reactant: C[O:2][C:3]1[CH:4]=[C:5]2[C:10](=[CH:11][CH:12]=1)[CH:9]([C:13]1[CH:18]=[CH:17][C:16]([CH:19]=[CH:20][C:21]([OH:23])=[O:22])=[CH:15][CH:14]=1)[CH:8]([C:24]1[CH:29]=[CH:28][CH:27]=[CH:26][CH:25]=1)[CH2:7][CH2:6]2.B(Br)(Br)Br. Product: [OH:2][C:3]1[CH:4]=[C:5]2[C:10](=[CH:11][CH:12]=1)[CH:9]([C:13]1[CH:18]=[CH:17][C:16]([CH:19]=[CH:20][C:21]([OH:23])=[O:22])=[CH:15][CH:14]=1)[CH:8]([C:24]1[CH:29]=[CH:28][CH:27]=[CH:26][CH:25]=1)[CH2:7][CH2:6]2. The catalyst class is: 2. (3) Reactant: FC(F)(F)S(O[C:7]1[CH:12]=[C:11]([CH3:13])[C:10]([CH2:14][C:15]2[CH:20]=[CH:19][C:18]([O:21][CH2:22][O:23][CH3:24])=[C:17]([CH:25]([CH3:27])[CH3:26])[CH:16]=2)=[C:9]([CH3:28])[CH:8]=1)(=O)=O.[CH3:31][OH:32].C1(P(C(P(C2C=CC=CC=2)C2C=CC=CC=2)(C)C)C2C=CC=CC=2)C=CC=CC=1.CCN(CC)CC.Cl.CN([CH:73]=[O:74])C. Product: [CH3:13][C:11]1[CH:12]=[C:7]([CH:8]=[C:9]([CH3:28])[C:10]=1[CH2:14][C:15]1[CH:20]=[CH:19][C:18]([O:21][CH2:22][O:23][CH3:24])=[C:17]([CH:25]([CH3:27])[CH3:26])[CH:16]=1)[C:31]([O:74][CH3:73])=[O:32]. The catalyst class is: 318. (4) Reactant: [H-].[Na+].[Br:3][C:4]1[C:9]([OH:10])=[CH:8][CH:7]=[CH:6][N:5]=1.Br[CH:12]1[CH2:16][CH2:15][CH2:14][CH2:13]1.O. Product: [Br:3][C:4]1[C:9]([O:10][CH:12]2[CH2:16][CH2:15][CH2:14][CH2:13]2)=[CH:8][CH:7]=[CH:6][N:5]=1. The catalyst class is: 9. (5) Reactant: [CH2:1]([N:8]([CH2:16][C@@H:17]1[CH2:22][CH2:21][C@H:20]([CH2:23][CH:24](C(OCC)=O)[C:25]([O:27]CC)=[O:26])[CH2:19][CH2:18]1)[CH2:9][C:10]1[CH:15]=[CH:14][CH:13]=[CH:12][CH:11]=1)[C:2]1[CH:7]=[CH:6][CH:5]=[CH:4][CH:3]=1.Cl. Product: [CH2:1]([N:8]([CH2:16][C@@H:17]1[CH2:22][CH2:21][C@H:20]([CH2:23][CH2:24][C:25]([OH:27])=[O:26])[CH2:19][CH2:18]1)[CH2:9][C:10]1[CH:11]=[CH:12][CH:13]=[CH:14][CH:15]=1)[C:2]1[CH:3]=[CH:4][CH:5]=[CH:6][CH:7]=1. The catalyst class is: 15. (6) Reactant: [CH3:1][C:2]1[N:3]([CH2:26][C:27]2[CH:32]=[CH:31][C:30]([C:33]3([C:36]([O:38][CH3:39])=[O:37])[CH2:35][CH2:34]3)=[CH:29][CH:28]=2)[C:4]2[C:9]([C:10]=1[CH3:11])=[CH:8][C:7]([C:12](=[O:25])[NH:13][C@H:14]([C:16]1[CH:21]=[CH:20][CH:19]=[C:18]([C:22]([CH3:24])=[CH2:23])[CH:17]=1)[CH3:15])=[CH:6][CH:5]=2. Product: [CH:22]([C:18]1[CH:17]=[C:16]([C@@H:14]([NH:13][C:12]([C:7]2[CH:8]=[C:9]3[C:4](=[CH:5][CH:6]=2)[N:3]([CH2:26][C:27]2[CH:28]=[CH:29][C:30]([C:33]4([C:36]([O:38][CH3:39])=[O:37])[CH2:35][CH2:34]4)=[CH:31][CH:32]=2)[C:2]([CH3:1])=[C:10]3[CH3:11])=[O:25])[CH3:15])[CH:21]=[CH:20][CH:19]=1)([CH3:24])[CH3:23]. The catalyst class is: 50. (7) Reactant: Cl[C:2]1[N:10]=[C:9]([F:11])[N:8]=[C:7]2[C:3]=1[NH:4][CH:5]=[N:6]2.CCN(C(C)C)C(C)C.[Cl:21][C:22]1[CH:23]=[C:24]([CH:27]=[CH:28][CH:29]=1)[CH2:25][NH2:26]. Product: [Cl:21][C:22]1[CH:23]=[C:24]([CH:27]=[CH:28][CH:29]=1)[CH2:25][NH:26][C:2]1[N:10]=[C:9]([F:11])[N:8]=[C:7]2[C:3]=1[N:4]=[CH:5][NH:6]2. The catalyst class is: 114. (8) The catalyst class is: 12. Reactant: [C:1]([C:4]1[N:5]=[CH:6][C:7]([N:25]2[CH2:30][CH2:29][CH2:28][C@@H:27]([NH:31]C(=O)OC(C)(C)C)[CH2:26]2)=[N:8][C:9]=1[NH:10][C:11]1[CH:16]=[CH:15][C:14]([C:17]([N:19]2[CH2:24][CH2:23][O:22][CH2:21][CH2:20]2)=[O:18])=[CH:13][CH:12]=1)(=[O:3])[NH2:2].[ClH:39]. Product: [ClH:39].[NH2:31][C@@H:27]1[CH2:28][CH2:29][CH2:30][N:25]([C:7]2[N:8]=[C:9]([NH:10][C:11]3[CH:12]=[CH:13][C:14]([C:17]([N:19]4[CH2:24][CH2:23][O:22][CH2:21][CH2:20]4)=[O:18])=[CH:15][CH:16]=3)[C:4]([C:1]([NH2:2])=[O:3])=[N:5][CH:6]=2)[CH2:26]1.